From a dataset of Forward reaction prediction with 1.9M reactions from USPTO patents (1976-2016). Predict the product of the given reaction. The product is: [OH:29][C@H:27]([C:28]1[CH:14]=[C:13]([C:9]2[CH:10]=[CH:11][CH:12]=[C:7]([O:6][C:5]3[CH:24]=[CH:25][C:2]([F:1])=[CH:3][CH:4]=3)[CH:8]=2)[N:18]=[C:17]([C:19]([NH2:21])=[O:20])[CH:16]=1)[CH2:26][OH:30]. Given the reactants [F:1][C:2]1[CH:25]=[CH:24][C:5]([O:6][C:7]2[CH:8]=[C:9]([C:13]3[N:18]=[C:17]([C:19]([NH2:21])=[O:20])[CH:16]=C(C=C)[CH:14]=3)[CH:10]=[CH:11][CH:12]=2)=[CH:4][CH:3]=1.[CH3:26][CH:27]([OH:29])[CH3:28].[OH2:30], predict the reaction product.